This data is from Full USPTO retrosynthesis dataset with 1.9M reactions from patents (1976-2016). The task is: Predict the reactants needed to synthesize the given product. (1) Given the product [N+:1]([C:4]1[CH:13]=[C:12]2[C:7]([C:8]([Br:15])=[N:9][N:10]([CH:19]([CH3:22])[CH3:20])[C:11]2=[O:14])=[CH:6][CH:5]=1)([O-:3])=[O:2], predict the reactants needed to synthesize it. The reactants are: [N+:1]([C:4]1[CH:13]=[C:12]2[C:7]([C:8]([Br:15])=[N:9][NH:10][C:11]2=[O:14])=[CH:6][CH:5]=1)([O-:3])=[O:2].[H-].[Na+].Br[CH:19]([CH3:22])[CH2:20]O. (2) Given the product [Cl:20][C:11]1[C:12]([N:14]([CH2:16][CH:17]([CH3:19])[CH3:18])[CH3:15])=[CH:13][C:8]2[N:7]=[C:24]([C:25]3[CH:30]=[CH:29][CH:28]=[C:27]([N:31]4[C:35]([CH2:36][OH:37])=[CH:34][N:33]=[N:32]4)[CH:26]=3)[CH2:23][C:22](=[O:45])[NH:21][C:9]=2[CH:10]=1, predict the reactants needed to synthesize it. The reactants are: C(OC(=O)[NH:7][C:8]1[CH:13]=[C:12]([N:14]([CH2:16][CH:17]([CH3:19])[CH3:18])[CH3:15])[C:11]([Cl:20])=[CH:10][C:9]=1[NH:21][C:22](=[O:45])[CH2:23][C:24](=O)[C:25]1[CH:30]=[CH:29][CH:28]=[C:27]([N:31]2[C:35]([CH2:36][O:37]C3CCCCO3)=[CH:34][N:33]=[N:32]2)[CH:26]=1)(C)(C)C.C(O)(C(F)(F)F)=O.